Predict the product of the given reaction. From a dataset of Forward reaction prediction with 1.9M reactions from USPTO patents (1976-2016). (1) Given the reactants [Li]CCCC.CCCCCC.[CH3:12][N:13]1[CH:17]=[N:16][NH:15][C:14]1=[S:18].[Cl:19][C:20]1[CH:48]=[CH:47][C:23]([C:24]([C:26]2[CH:27]=[C:28]3[C:33](=[CH:34][CH:35]=2)[N:32]([CH3:36])[C:31](=[O:37])[CH:30]=[C:29]3[CH2:38][CH2:39][C:40]2[CH:45]=[CH:44][CH:43]=[C:42]([Cl:46])[CH:41]=2)=[O:25])=[CH:22][CH:21]=1, predict the reaction product. The product is: [Cl:46][C:42]1[CH:41]=[C:40]([CH2:39][CH2:38][C:29]2[C:28]3[C:33](=[CH:34][CH:35]=[C:26]([C:24]([C:23]4[CH:22]=[CH:21][C:20]([Cl:19])=[CH:48][CH:47]=4)([OH:25])[C:17]4[N:13]([CH3:12])[C:14]([SH:18])=[N:15][N:16]=4)[CH:27]=3)[N:32]([CH3:36])[C:31](=[O:37])[CH:30]=2)[CH:45]=[CH:44][CH:43]=1. (2) Given the reactants [CH:1]1([CH2:7][C:8]2[N:12]([S:13](=[O:18])(=[O:17])[N:14]([CH3:16])[CH3:15])[C:11]([Si](C(C)(C)C)(C)C)=[N:10][CH:9]=2)CC[CH2:4][CH2:3][CH2:2]1.[F-].C([N+](CCCC)(CCCC)CCCC)CCC.C1(CC2N([S:56](=O)(=O)N(C)C)C=NC=2)CCCCC1, predict the reaction product. The product is: [CH3:15][N:14]([CH3:16])[S:13]([N:12]1[C:8]([CH2:7][C:1]2[S:56][CH:4]=[CH:3][CH:2]=2)=[CH:9][N:10]=[CH:11]1)(=[O:18])=[O:17]. (3) Given the reactants [CH2:1]([N:4]1[C:12]2[C:7](=[CH:8][CH:9]=[CH:10][CH:11]=2)[C:6](=[O:13])[C:5]1=[O:14])[CH:2]=[CH2:3].[N+:15]([CH3:18])([O-:17])=[O:16], predict the reaction product. The product is: [CH2:1]([N:4]1[C:12]2[C:7](=[CH:8][CH:9]=[CH:10][CH:11]=2)[C:6]([OH:13])([CH2:18][N+:15]([O-:17])=[O:16])[C:5]1=[O:14])[CH:2]=[CH2:3].